This data is from Forward reaction prediction with 1.9M reactions from USPTO patents (1976-2016). The task is: Predict the product of the given reaction. (1) Given the reactants [H-].[Na+].[F:3][C:4]1[CH:9]=[CH:8][C:7]([C:10]2[C:18]3[C:13](=[N:14][CH:15]=[CH:16][N:17]=3)[NH:12][C:11]=2[C:19]2[CH:24]=[CH:23][N:22]=[CH:21][CH:20]=2)=[CH:6][CH:5]=1.Br[CH2:26][CH2:27][CH2:28][Cl:29].O, predict the reaction product. The product is: [Cl:29][CH2:28][CH2:27][CH2:26][N:17]1[CH2:16][CH:15]=[N:14][C:13]2[NH:12][C:11]([C:19]3[CH:24]=[CH:23][N:22]=[CH:21][CH:20]=3)=[C:10]([C:7]3[CH:8]=[CH:9][C:4]([F:3])=[CH:5][CH:6]=3)[C:18]1=2. (2) Given the reactants [CH3:1][O:2][C:3]([C:5]1[O:9][CH:8]=[N:7][C:6]=1[N:10]1[C:14](=[O:15])[NH:13][C:12]([CH:16]([NH:40][C:41]2[CH:46]=[CH:45][C:44]([C:47]#[N:48])=[C:43]([CH2:49][NH:50][C:51]([O:53][C:54]([CH3:57])([CH3:56])[CH3:55])=[O:52])[CH:42]=2)[C:17]2[CH:22]=[C:21]([O:23][CH3:24])[CH:20]=[C:19]([O:25][CH2:26][CH2:27][O:28][Si](C(C)C)(C(C)C)C(C)C)[C:18]=2[F:39])=[N:11]1)=[O:4].C1COCC1.[F-].C([N+](CCCC)(CCCC)CCCC)CCC.C(OCC)(=O)C, predict the reaction product. The product is: [CH3:1][O:2][C:3]([C:5]1[O:9][CH:8]=[N:7][C:6]=1[N:10]1[C:14](=[O:15])[NH:13][C:12]([CH:16]([NH:40][C:41]2[CH:46]=[CH:45][C:44]([C:47]#[N:48])=[C:43]([CH2:49][NH:50][C:51]([O:53][C:54]([CH3:57])([CH3:56])[CH3:55])=[O:52])[CH:42]=2)[C:17]2[CH:22]=[C:21]([O:23][CH3:24])[CH:20]=[C:19]([O:25][CH2:26][CH2:27][OH:28])[C:18]=2[F:39])=[N:11]1)=[O:4]. (3) Given the reactants [Br:1][C:2]1[CH:3]=[C:4]([CH:21]=[C:22]([C:24]([F:27])([F:26])[F:25])[CH:23]=1)[C:5]([N:7]([CH2:9][C@H:10]([C:14]1[CH:19]=[CH:18][C:17]([F:20])=[CH:16][CH:15]=1)[CH2:11][CH:12]=O)[CH3:8])=[O:6].[NH:28]1[CH2:31][CH:30]([N:32]2[CH2:37][CH2:36][O:35][CH2:34][C@H:33]2[CH2:38][CH2:39][OH:40])[CH2:29]1.C(N(CC)CC)C.C([BH3-])#N.[Na+], predict the reaction product. The product is: [Br:1][C:2]1[CH:3]=[C:4]([CH:21]=[C:22]([C:24]([F:27])([F:25])[F:26])[CH:23]=1)[C:5]([N:7]([CH2:9][C@H:10]([C:14]1[CH:15]=[CH:16][C:17]([F:20])=[CH:18][CH:19]=1)[CH2:11][CH2:12][N:28]1[CH2:29][CH:30]([N:32]2[CH2:37][CH2:36][O:35][CH2:34][C@H:33]2[CH2:38][CH2:39][OH:40])[CH2:31]1)[CH3:8])=[O:6]. (4) Given the reactants [Cl:1][C:2]1[CH:7]=[C:6]([C:8]2[O:12][N:11]=[C:10]([CH3:13])[C:9]=2[CH2:14]Cl)[CH:5]=[CH:4][N:3]=1.C(O)C.[NH3:19].[OH-].[Na+], predict the reaction product. The product is: [NH2:19][CH2:14][C:9]1[C:10]([CH3:13])=[N:11][O:12][C:8]=1[C:6]1[CH:5]=[CH:4][N:3]=[C:2]([Cl:1])[CH:7]=1. (5) Given the reactants [CH3:1][C:2]1[O:12][C:5]2[CH2:6][N:7]([CH3:11])[CH2:8][CH:9]([OH:10])[C:4]=2[CH:3]=1.F[C:14]1[CH:19]=[CH:18][C:17]([C:20]([F:23])([F:22])[F:21])=[CH:16][CH:15]=1, predict the reaction product. The product is: [CH3:1][C:2]1[O:12][C:5]2[CH2:6][N:7]([CH3:11])[CH2:8][CH:9]([O:10][C:14]3[CH:19]=[CH:18][C:17]([C:20]([F:23])([F:22])[F:21])=[CH:16][CH:15]=3)[C:4]=2[CH:3]=1. (6) Given the reactants [NH2:1][CH2:2][C@H:3]1[CH2:7][CH2:6][N:5]([CH2:8][CH2:9][C:10]2[C:11]([Cl:22])=[CH:12][N:13]=[C:14]3[C:19]=2[N:18]([CH3:20])[C:17](=[O:21])[CH:16]=[CH:15]3)[CH2:4]1.C([O-])(=O)C.[Na+].[O:28]=[C:29]1[CH2:34][S:33][C:32]2[CH:35]=[CH:36][C:37]([CH:39]=O)=[N:38][C:31]=2[NH:30]1.C([BH3-])#N.[Na+], predict the reaction product. The product is: [ClH:22].[ClH:22].[Cl:22][C:11]1[CH:12]=[N:13][C:14]2[CH:15]=[CH:16][C:17](=[O:21])[N:18]([CH3:20])[C:19]=2[C:10]=1[CH2:9][CH2:8][N:5]1[CH2:6][CH2:7][C@H:3]([CH2:2][NH:1][CH2:39][C:37]2[CH:36]=[CH:35][C:32]3[S:33][CH2:34][C:29](=[O:28])[NH:30][C:31]=3[N:38]=2)[CH2:4]1.